Dataset: Catalyst prediction with 721,799 reactions and 888 catalyst types from USPTO. Task: Predict which catalyst facilitates the given reaction. (1) Reactant: [NH2:1][C:2]1[CH:28]=[CH:27][C:26]([N:29]2[CH2:33][CH2:32][CH2:31][CH2:30]2)=[CH:25][C:3]=1[C:4]([NH:6][C:7]1[CH:12]=[CH:11][C:10]([CH2:13][CH2:14][C:15]2[CH:24]=[CH:23][C:18]([C:19]([O:21][CH3:22])=[O:20])=[CH:17][CH:16]=2)=[CH:9][CH:8]=1)=[O:5].[CH2:34]([N:36]([C@H:49]1[CH2:54][CH2:53][C@H:52]([C:55]([O:57][CH3:58])=[O:56])[CH2:51][CH2:50]1)[S:37]([C:40]1[CH:41]=[C:42]([CH:46]=[CH:47][CH:48]=1)[C:43](O)=[O:44])(=[O:39])=[O:38])[CH3:35].CN(C(ON1N=NC2C=CC=CC1=2)=[N+](C)C)C.F[P-](F)(F)(F)(F)F.CCN(C(C)C)C(C)C. Product: [CH2:34]([N:36]([C@H:49]1[CH2:54][CH2:53][C@H:52]([C:55]([O:57][CH3:58])=[O:56])[CH2:51][CH2:50]1)[S:37]([C:40]1[CH:41]=[C:42]([CH:46]=[CH:47][CH:48]=1)[C:43]([NH:1][C:2]1[CH:28]=[CH:27][C:26]([N:29]2[CH2:33][CH2:32][CH2:31][CH2:30]2)=[CH:25][C:3]=1[C:4]([NH:6][C:7]1[CH:8]=[CH:9][C:10]([CH2:13][CH2:14][C:15]2[CH:24]=[CH:23][C:18]([C:19]([O:21][CH3:22])=[O:20])=[CH:17][CH:16]=2)=[CH:11][CH:12]=1)=[O:5])=[O:44])(=[O:39])=[O:38])[CH3:35]. The catalyst class is: 18. (2) Reactant: C(S[C:4]1[NH:5][C:6](=[O:13])[C:7]2[CH2:12][S:11][CH2:10][C:8]=2[N:9]=1)C.Cl.CC(O)=[O:17]. Product: [NH:9]1[C:8]2[CH2:10][S:11][CH2:12][C:7]=2[C:6](=[O:13])[NH:5][C:4]1=[O:17]. The catalyst class is: 6.